The task is: Predict the product of the given reaction.. This data is from Forward reaction prediction with 1.9M reactions from USPTO patents (1976-2016). (1) Given the reactants [OH:1][C:2]1[CH:9]=[CH:8][C:5]([CH:6]=[O:7])=[CH:4][CH:3]=1.Br[CH2:11][CH2:12][CH2:13][CH2:14][CH2:15][CH2:16][CH2:17][CH2:18][CH2:19][CH2:20]Br.[OH-:22].[K+], predict the reaction product. The product is: [CH:6]([C:5]1[CH:8]=[CH:9][C:2]([O:1][CH2:11][CH2:12][CH2:13][CH2:14][CH2:15][CH2:16][CH2:17][CH2:18][CH2:19][CH2:20][O:22][C:2]2[CH:9]=[CH:8][C:5]([CH:6]=[O:7])=[CH:4][CH:3]=2)=[CH:3][CH:4]=1)=[O:7]. (2) Given the reactants [CH2:1]([O:8][C:9]([C:18]1[CH:23]=[CH:22][C:21]([N:24]2[CH2:29][CH2:28][NH:27][CH2:26][CH2:25]2)=[C:20](/[CH:30]=[CH:31]\[CH3:32])[CH:19]=1)([C:14]([F:17])([F:16])[F:15])[C:10]([F:13])([F:12])[F:11])[C:2]1[CH:7]=[CH:6][CH:5]=[CH:4][CH:3]=1.[Br:33][CH2:34][C:35](Br)=[O:36], predict the reaction product. The product is: [CH2:1]([O:8][C:9]([C:18]1[CH:23]=[CH:22][C:21]([N:24]2[CH2:29][CH2:28][N:27]([C:35](=[O:36])[CH2:34][Br:33])[CH2:26][CH2:25]2)=[C:20](/[CH:30]=[CH:31]\[CH3:32])[CH:19]=1)([C:10]([F:12])([F:13])[F:11])[C:14]([F:15])([F:16])[F:17])[C:2]1[CH:3]=[CH:4][CH:5]=[CH:6][CH:7]=1.